This data is from Reaction yield outcomes from USPTO patents with 853,638 reactions. The task is: Predict the reaction yield, written as a fraction of the theoretical maximum amount of product (1.0 means a 100% yield; for example, 0.34 means a 34% yield). (1) The reactants are N(C(N1CCCCC1)=O)=NC(N1CCCCC1)=O.[Cl:19][C:20]1[CH:39]=[CH:38][C:23]([NH:24][C:25]2[C:34]3[C:29](=[CH:30][C:31]([OH:37])=[C:32]([O:35][CH3:36])[CH:33]=3)[N:28]=[CH:27][N:26]=2)=[C:22]([F:40])[CH:21]=1.[O:41]1[CH2:45][CH2:44][CH:43]([CH2:46]O)[CH2:42]1.C(P(CCCC)CCCC)CCC. The catalyst is C(Cl)Cl.CCOCC. The product is [Cl:19][C:20]1[CH:39]=[CH:38][C:23]([NH:24][C:25]2[C:34]3[C:29](=[CH:30][C:31]([O:37][CH2:46][CH:43]4[CH2:44][CH2:45][O:41][CH2:42]4)=[C:32]([O:35][CH3:36])[CH:33]=3)[N:28]=[CH:27][N:26]=2)=[C:22]([F:40])[CH:21]=1. The yield is 0.310. (2) The reactants are [CH3:1][NH:2][CH2:3][C:4]1[S:5][CH:6]=[CH:7][CH:8]=1.[C:9]([CH2:13][C:14](Cl)=[O:15])([CH3:12])([CH3:11])[CH3:10].C(O)C(N)(CO)CO. The catalyst is C(Cl)Cl. The product is [CH3:10][C:9]([CH3:12])([CH3:11])[CH2:13][C:14]([N:2]([CH3:1])[CH2:3][C:4]1[S:5][CH:6]=[CH:7][CH:8]=1)=[O:15]. The yield is 0.780. (3) The reactants are CC1(C)CCCC(C)(C)N1[Mg]Cl.[Cl-].[Li+].[N:15]1[CH:20]=[CH:19][C:18]([C:21]2[S:25][C:24]([C:26]([O:28][CH2:29][CH3:30])=[O:27])=[CH:23][CH:22]=2)=[CH:17][CH:16]=1.[CH:31]1[C:40]2[C:35](=[CH:36][CH:37]=[CH:38][CH:39]=2)[CH:34]=[CH:33][C:32]=1[CH:41]=[O:42]. The catalyst is C1COCC1.ClCCl. The product is [OH:42][CH:41]([C:32]1[CH:33]=[CH:34][C:35]2[C:40](=[CH:39][CH:38]=[CH:37][CH:36]=2)[CH:31]=1)[C:23]1[CH:22]=[C:21]([C:18]2[CH:17]=[CH:16][N:15]=[CH:20][CH:19]=2)[S:25][C:24]=1[C:26]([O:28][CH2:29][CH3:30])=[O:27]. The yield is 0.490. (4) The reactants are [CH3:1][S:2]([OH:5])(=[O:4])=[O:3].[N:6]1[C:7]([CH2:15][O:16][C:17]2[CH:22]=[CH:21][C:20]([C:23]3[C:24](=[O:38])[C:25]([CH3:37])([CH3:36])[O:26][C:27]=3[C:28]3[CH:33]=[CH:32][C:31]([O:34][CH3:35])=[CH:30][CH:29]=3)=[CH:19][CH:18]=2)=[CH:8][N:9]2[CH:14]=[CH:13][CH:12]=[CH:11][C:10]=12. The catalyst is C(Cl)Cl.C(OCC)C. The product is [CH3:1][S:2]([OH:5])(=[O:4])=[O:3].[N:6]1[C:7]([CH2:15][O:16][C:17]2[CH:18]=[CH:19][C:20]([C:23]3[C:24](=[O:38])[C:25]([CH3:36])([CH3:37])[O:26][C:27]=3[C:28]3[CH:29]=[CH:30][C:31]([O:34][CH3:35])=[CH:32][CH:33]=3)=[CH:21][CH:22]=2)=[CH:8][N:9]2[CH:14]=[CH:13][CH:12]=[CH:11][C:10]=12. The yield is 0.827. (5) The reactants are [CH2:1]([OH:12])[CH2:2][CH2:3][CH2:4][CH2:5][CH2:6][CH2:7][CH2:8][CH2:9][C:10]#[CH:11].N1C2C(=CC=CC=2)C=CC=1. The catalyst is [Pd].CC([O-])=O.CC([O-])=O.[Pb+2].CCO. The product is [CH2:1]([OH:12])[CH2:2][CH2:3][CH2:4][CH2:5][CH2:6][CH2:7][CH2:8][CH2:9][CH:10]=[CH2:11]. The yield is 1.00. (6) The reactants are [H-].[H-].[H-].[H-].[Li+].[Al+3].[Li+].[Cl-].[S:9]1[CH:13]=[CH:12][CH:11]=[C:10]1[C:14]1[C:23]2[C:18](=[CH:19][CH:20]=[CH:21][CH:22]=2)[N:17]=[CH:16][C:15]=1[C:24](OCC)=[O:25]. The catalyst is C1COCC1. The product is [S:9]1[CH:13]=[CH:12][CH:11]=[C:10]1[C:14]1[C:23]2[C:18](=[CH:19][CH:20]=[CH:21][CH:22]=2)[N:17]=[CH:16][C:15]=1[CH2:24][OH:25]. The yield is 0.100. (7) The reactants are [CH3:1][O:2][C:3]1[CH:16]=[CH:15][C:14]2[S:13][C:12]3[C:7](=[CH:8][CH:9]=[CH:10][CH:11]=3)[NH:6][C:5]=2[CH:4]=1.[CH2:17]([O:19]CC)C.[Li]CCCC.CN(C=O)C. The catalyst is CCCCCC.O. The product is [CH3:1][O:2][C:3]1[CH:16]=[CH:15][C:14]2[S:13][C:12]3[C:7](=[CH:8][CH:9]=[CH:10][CH:11]=3)[NH:6][C:5]=2[C:4]=1[CH:17]=[O:19]. The yield is 0.300. (8) The reactants are [C:1]1([C:7]2[NH:11][CH:10]=[C:9]([CH:12]=[O:13])[CH:8]=2)[CH:6]=[CH:5][CH:4]=[CH:3][CH:2]=1.[H-].[Na+].C1OCCOCCOCCOCCOC1.Cl.[N:32]1[CH:37]=[CH:36][CH:35]=[C:34]([S:38](Cl)(=[O:40])=[O:39])[CH:33]=1. The catalyst is O1CCCC1.C(OCC)(=O)C. The product is [C:1]1([C:7]2[N:11]([S:38]([C:34]3[CH:33]=[N:32][CH:37]=[CH:36][CH:35]=3)(=[O:40])=[O:39])[CH:10]=[C:9]([CH:12]=[O:13])[CH:8]=2)[CH:6]=[CH:5][CH:4]=[CH:3][CH:2]=1. The yield is 0.750. (9) The reactants are [CH3:1][O:2][C:3](=[O:19])[CH:4]([NH:11][C:12]([O:14][C:15](C)(C)C)=[O:13])[CH:5]([O:7][CH:8]([F:10])[F:9])[CH3:6].Cl.C(N(C(C)C)CC)(C)C.ClC(OC)=O. The catalyst is CO.ClCCl. The product is [CH3:1][O:2][C:3](=[O:19])[C@@H:4]([NH:11][C:12]([O:14][CH3:15])=[O:13])[C@H:5]([O:7][CH:8]([F:10])[F:9])[CH3:6]. The yield is 0.470. (10) The reactants are Cl[C:2]1[N:10]=[C:9](Cl)[CH:8]=[CH:7][C:3]=1[C:4]([NH2:6])=[O:5].[CH3:12][NH:13][C:14]1[CH:19]=[CH:18][CH:17]=[C:16]([CH3:20])[CH:15]=1.C(O[C:26](=[O:33])[NH:27][C@@H:28]1[CH2:32][CH2:31][NH:30][CH2:29]1)(C)(C)C.[C:34](O)(=O)[CH:35]=C. No catalyst specified. The product is [C:26]([N:27]1[CH2:28][CH2:29][N:30]([C:2]2[N:10]=[C:9]([N:13]([CH3:12])[C:14]3[CH:15]=[C:16]([CH3:20])[CH:17]=[CH:18][CH:19]=3)[CH:8]=[CH:7][C:3]=2[C:4]([NH2:6])=[O:5])[CH2:31][CH2:32]1)(=[O:33])[CH:34]=[CH2:35]. The yield is 0.0320.